Dataset: Reaction yield outcomes from USPTO patents with 853,638 reactions. Task: Predict the reaction yield, written as a fraction of the theoretical maximum amount of product (1.0 means a 100% yield; for example, 0.34 means a 34% yield). (1) The reactants are [CH3:1][C:2]1[CH:7]=[CH:6][CH:5]=[CH:4][C:3]=1[C:8](=[O:10])[CH3:9].[CH3:11][Mg]Cl.[NH4+].[Cl-]. The product is [CH3:1][C:2]1[CH:7]=[CH:6][CH:5]=[CH:4][C:3]=1[C:8]([OH:10])([CH3:11])[CH3:9]. The yield is 0.826. The catalyst is O1CCCC1. (2) The reactants are [N+](C1C=C(S(CC[O:15][C:16](=[O:63])[CH2:17][CH2:18][CH2:19][CH2:20][CH2:21][NH:22][C:23](=[O:62])[CH2:24][O:25][C:26]2[CH:31]=[C:30]([CH3:32])[C:29]([S:33]([N:36]3[C:40]4[CH:41]=[CH:42][CH:43]=[CH:44][C:39]=4[N:38]=[C:37]3[S:45]([CH2:47][C:48]3[C:53]([CH3:54])=[C:52]([O:55][CH2:56][C:57]([F:60])([F:59])[F:58])[CH:51]=[CH:50][N:49]=3)=[O:46])(=[O:35])=[O:34])=[C:28]([CH3:61])[CH:27]=2)(=O)=O)C=CC=1)([O-])=O.C([O-])(O)=O.[Na+:68]. The catalyst is C1COCC1.O. The product is [Na+:68].[CH3:32][C:30]1[CH:31]=[C:26]([CH:27]=[C:28]([CH3:61])[C:29]=1[S:33]([N:36]1[C:40]2[CH:41]=[CH:42][CH:43]=[CH:44][C:39]=2[N:38]=[C:37]1[S:45]([CH2:47][C:48]1[C:53]([CH3:54])=[C:52]([O:55][CH2:56][C:57]([F:58])([F:59])[F:60])[CH:51]=[CH:50][N:49]=1)=[O:46])(=[O:35])=[O:34])[O:25][CH2:24][C:23]([NH:22][CH2:21][CH2:20][CH2:19][CH2:18][CH2:17][C:16]([O-:63])=[O:15])=[O:62]. The yield is 0.500. (3) The reactants are [CH3:1][C:2]1([CH3:15])[C:11]2[C:6]3=[C:7]([NH:12][C:13](=[O:14])[N:5]3[CH2:4][CH2:3]1)[CH:8]=[CH:9][CH:10]=2.[H-].[Na+].[CH2:18](Br)[CH:19]=[CH2:20]. The catalyst is CN(C=O)C. The product is [CH2:20]([N:12]1[C:7]2=[C:6]3[C:11](=[CH:10][CH:9]=[CH:8]2)[C:2]([CH3:15])([CH3:1])[CH2:3][CH2:4][N:5]3[C:13]1=[O:14])[CH:19]=[CH2:18]. The yield is 0.760. (4) The reactants are [CH2:1]([NH:3][C:4]([C:6]1[CH:11]=[CH:10][C:9]([N:12]2[CH:16]=[C:15]([C:17]([O:19]CC)=[O:18])[N:14]=[N:13]2)=[C:8]([O:22][CH2:23][CH2:24][CH2:25][C:26]2[CH:31]=[CH:30][CH:29]=[CH:28][CH:27]=2)[CH:7]=1)=[O:5])[CH3:2].[OH-].[Na+]. The catalyst is C(O)C. The product is [CH2:1]([NH:3][C:4]([C:6]1[CH:11]=[CH:10][C:9]([N:12]2[CH:16]=[C:15]([C:17]([OH:19])=[O:18])[N:14]=[N:13]2)=[C:8]([O:22][CH2:23][CH2:24][CH2:25][C:26]2[CH:31]=[CH:30][CH:29]=[CH:28][CH:27]=2)[CH:7]=1)=[O:5])[CH3:2]. The yield is 1.00. (5) The reactants are [C:1]([O:5][C:6](=[O:21])[NH:7][C:8]1[CH:13]=[CH:12][C:11]([C:14]([CH3:17])([CH3:16])[CH3:15])=[C:10]([N+:18]([O-])=O)[CH:9]=1)([CH3:4])([CH3:3])[CH3:2]. The catalyst is CO.[Pd]. The product is [C:1]([O:5][C:6](=[O:21])[NH:7][C:8]1[CH:13]=[CH:12][C:11]([C:14]([CH3:17])([CH3:16])[CH3:15])=[C:10]([NH2:18])[CH:9]=1)([CH3:4])([CH3:2])[CH3:3]. The yield is 0.930. (6) The reactants are [CH3:1][O:2][C:3](=[O:32])[NH:4][CH:5]([C:9]([N:11]1[CH2:15][CH2:14][CH2:13][CH:12]1[C:16](=[O:31])[NH:17][C:18]1[CH:23]=[CH:22][C:21]([C:24]2[CH:29]=[CH:28][C:27](Br)=[CH:26][CH:25]=2)=[CH:20][CH:19]=1)=[O:10])[CH:6]([CH3:8])[CH3:7].[B:33]1([B:33]2[O:37][C:36]([CH3:39])([CH3:38])[C:35]([CH3:41])([CH3:40])[O:34]2)[O:37][C:36]([CH3:39])([CH3:38])[C:35]([CH3:41])([CH3:40])[O:34]1.C([O-])(=O)C.[K+]. The catalyst is O1CCOCC1.C(OCC)(=O)C.C1C=CC(P(C2C=CC=CC=2)[C-]2C=CC=C2)=CC=1.C1C=CC(P(C2C=CC=CC=2)[C-]2C=CC=C2)=CC=1.Cl[Pd]Cl.[Fe+2]. The product is [CH3:1][O:2][C:3](=[O:32])[NH:4][CH:5]([C:9]([N:11]1[CH2:15][CH2:14][CH2:13][CH:12]1[C:16](=[O:31])[NH:17][C:18]1[CH:23]=[CH:22][C:21]([C:24]2[CH:29]=[CH:28][C:27]([B:33]3[O:37][C:36]([CH3:39])([CH3:38])[C:35]([CH3:41])([CH3:40])[O:34]3)=[CH:26][CH:25]=2)=[CH:20][CH:19]=1)=[O:10])[CH:6]([CH3:8])[CH3:7]. The yield is 0.750.